From a dataset of Reaction yield outcomes from USPTO patents with 853,638 reactions. Predict the reaction yield, written as a fraction of the theoretical maximum amount of product (1.0 means a 100% yield; for example, 0.34 means a 34% yield). (1) The reactants are [F:1][C:2]([F:15])([F:14])[S:3]([O:6]S(C(F)(F)F)(=O)=O)(=[O:5])=[O:4].O[C:17]1[CH:18]=[N:19][C:20]2[C:25]([CH:26]=1)=[CH:24][CH:23]=[CH:22][C:21]=2[C:27]([O:29][CH3:30])=[O:28].C([O-])(O)=O.[Na+]. The catalyst is C(Cl)Cl. The product is [F:1][C:2]([F:15])([F:14])[S:3]([O:6][C:17]1[CH:18]=[N:19][C:20]2[C:25]([CH:26]=1)=[CH:24][CH:23]=[CH:22][C:21]=2[C:27]([O:29][CH3:30])=[O:28])(=[O:5])=[O:4]. The yield is 0.910. (2) The reactants are [CH2:1]([NH2:4])[CH2:2][NH2:3].C[Al](C)C.CO[C:11](=O)[CH2:12][N:13]1[C:21]2[C:16](=[CH:17][C:18]([N:22]3[CH:27]=[CH:26][C:25]4[O:28][C:29]([C:31]5[CH:36]=[CH:35][C:34]([Cl:37])=[CH:33][CH:32]=5)=[CH:30][C:24]=4[C:23]3=[O:38])=[CH:19][CH:20]=2)[CH:15]=[N:14]1. The catalyst is C1(C)C=CC=CC=1.O. The product is [Cl:37][C:34]1[CH:35]=[CH:36][C:31]([C:29]2[O:28][C:25]3[CH:26]=[CH:27][N:22]([C:18]4[CH:17]=[C:16]5[C:21](=[CH:20][CH:19]=4)[N:13]([CH2:12][C:11]4[NH:3][CH2:2][CH2:1][N:4]=4)[N:14]=[CH:15]5)[C:23](=[O:38])[C:24]=3[CH:30]=2)=[CH:32][CH:33]=1. The yield is 0.210.